Dataset: Catalyst prediction with 721,799 reactions and 888 catalyst types from USPTO. Task: Predict which catalyst facilitates the given reaction. (1) Reactant: CC(C)([O-])C.[K+].CO[C:9](=[O:21])[C:10]([C:12]1[C:20]2[C:15](=[CH:16][CH:17]=[CH:18][CH:19]=2)[NH:14][CH:13]=1)=O.[C:22]([SiH2:26][O:27][C:28]([C:49]1[CH:54]=[CH:53][CH:52]=[CH:51][CH:50]=1)([C:43]1[CH:48]=[CH:47][CH:46]=[CH:45][CH:44]=1)[C:29]1[CH:30]=[CH:31][C:32]2[N:33]([C:35]([CH2:39][C:40]([NH2:42])=[O:41])=[C:36]([CH3:38])[N:37]=2)[CH:34]=1)([CH3:25])([CH3:24])[CH3:23].[NH4+].[Cl-]. Product: [C:22]([SiH2:26][O:27][C:28]([C:49]1[CH:54]=[CH:53][CH:52]=[CH:51][CH:50]=1)([C:43]1[CH:44]=[CH:45][CH:46]=[CH:47][CH:48]=1)[C:29]1[CH:30]=[CH:31][C:32]2[N:33]([C:35]([C:39]3[C:40](=[O:41])[NH:42][C:9](=[O:21])[C:10]=3[C:12]3[C:20]4[C:15](=[CH:16][CH:17]=[CH:18][CH:19]=4)[NH:14][CH:13]=3)=[C:36]([CH3:38])[N:37]=2)[CH:34]=1)([CH3:25])([CH3:23])[CH3:24]. The catalyst class is: 765. (2) Reactant: [CH:1]1([CH2:7][N:8]2[C:12]([CH3:13])=[C:11]([C:14]([O:16][CH2:17][CH3:18])=[O:15])[N:10]=[CH:9]2)[CH2:6][CH2:5][CH2:4][CH2:3][CH2:2]1.C1C(=O)N([Br:26])C(=O)C1. Product: [Br:26][C:9]1[N:8]([CH2:7][CH:1]2[CH2:2][CH2:3][CH2:4][CH2:5][CH2:6]2)[C:12]([CH3:13])=[C:11]([C:14]([O:16][CH2:17][CH3:18])=[O:15])[N:10]=1. The catalyst class is: 18. (3) Reactant: Cl[C:2]1[C:7]([C:8]([O:10][CH2:11][CH3:12])=[O:9])=[CH:6][N:5]=[C:4]2[N:13]([CH2:16][CH3:17])[N:14]=[CH:15][C:3]=12.[CH:18]1([NH2:21])[CH2:20][CH2:19]1. Product: [CH2:11]([O:10][C:8]([C:7]1[C:2]([NH:21][CH:18]2[CH2:20][CH2:19]2)=[C:3]2[CH:15]=[N:14][N:13]([CH2:16][CH3:17])[C:4]2=[N:5][CH:6]=1)=[O:9])[CH3:12]. The catalyst class is: 10.